From a dataset of Full USPTO retrosynthesis dataset with 1.9M reactions from patents (1976-2016). Predict the reactants needed to synthesize the given product. (1) Given the product [OH:1][C:2]1[CH:3]=[CH:4][C:5]([C:8]2[CH:13]=[CH:12][CH:11]=[C:10]([C:14]3[CH:19]=[CH:18][C:17]([OH:20])=[CH:16][CH:15]=3)[CH:9]=2)=[CH:6][CH:7]=1, predict the reactants needed to synthesize it. The reactants are: [OH:1][C:2]1[CH:7]=[CH:6][C:5]([C:8]2[CH2:13][CH2:12][CH2:11][CH:10]([C:14]3[CH:19]=[CH:18][C:17]([OH:20])=[CH:16][CH:15]=3)[CH:9]=2)=[CH:4][CH:3]=1.OC1C=CC(C2CC(C3C=CC(O)=CC=3)CCC=2)=CC=1.CC(C1C=CC=CC=1)=C. (2) Given the product [Br:1][C:2]1[CH:11]=[C:10]2[C:5]([CH2:6][CH:7]([CH3:12])[CH2:8][NH:9]2)=[CH:4][CH:3]=1, predict the reactants needed to synthesize it. The reactants are: [Br:1][C:2]1[CH:11]=[C:10]2[C:5]([CH:6]=[C:7]([CH3:12])[CH:8]=[N:9]2)=[CH:4][CH:3]=1.CC1NC(C)=C(C(OCC)=O)CC=1C(OCC)=O.